Dataset: Full USPTO retrosynthesis dataset with 1.9M reactions from patents (1976-2016). Task: Predict the reactants needed to synthesize the given product. (1) Given the product [CH3:24][O:25][C:26]1[CH:34]=[CH:33][C:29]([C:30]([NH:23][C:16]2[C:17]3[C:22](=[CH:21][CH:20]=[CH:19][CH:18]=3)[C:13]([S:10](=[O:12])(=[O:11])[NH:9][C:6]3[CH:5]=[CH:4][C:3]([O:2][CH3:1])=[CH:8][CH:7]=3)=[CH:14][CH:15]=2)=[O:31])=[CH:28][CH:27]=1, predict the reactants needed to synthesize it. The reactants are: [CH3:1][O:2][C:3]1[CH:8]=[CH:7][C:6]([NH:9][S:10]([C:13]2[C:22]3[C:17](=[CH:18][CH:19]=[CH:20][CH:21]=3)[C:16]([NH2:23])=[CH:15][CH:14]=2)(=[O:12])=[O:11])=[CH:5][CH:4]=1.[CH3:24][O:25][C:26]1[CH:34]=[CH:33][C:29]([C:30](Cl)=[O:31])=[CH:28][CH:27]=1.CCN(CC)CC. (2) Given the product [ClH:3].[NH:4]1[CH2:9][CH2:8][CH:7]([CH2:10][CH2:11][C:12]2[CH:13]=[CH:14][C:15]([C:16]([NH2:18])=[O:17])=[CH:19][CH:20]=2)[CH2:6][CH2:5]1, predict the reactants needed to synthesize it. The reactants are: CO.[ClH:3].[NH:4]1[CH2:9][CH2:8][CH:7](/[CH:10]=[CH:11]/[C:12]2[CH:20]=[CH:19][C:15]([C:16]([NH2:18])=[O:17])=[CH:14][CH:13]=2)[CH2:6][CH2:5]1.[H][H]. (3) Given the product [CH:42]1([CH2:41][N:20]2[CH:19]=[N:18][C:17]3[C:21]2=[N:22][C:14]([C:13]#[C:12][CH:3]2[CH:4]4[CH2:5][CH:6]5[CH2:7][CH:8]([CH2:9][C:2]2([OH:1])[CH2:11]5)[CH2:10]4)=[N:15][C:16]=3[NH2:23])[CH2:46][CH2:45][CH2:44][CH2:43]1, predict the reactants needed to synthesize it. The reactants are: [OH:1][C:2]12[CH2:11][CH:6]3[CH2:7][CH:8]([CH2:10][CH:4]([CH2:5]3)[CH:3]1[C:12]#[C:13][C:14]1[N:22]=[C:21]3[C:17]([NH:18][CH:19]=[N:20]3)=[C:16]([NH2:23])[N:15]=1)[CH2:9]2.C(=O)([O-])[O-].[K+].[K+].CC1C=CC(S(O[CH2:41][CH:42]2[CH2:46][CH2:45][CH2:44][CH2:43]2)(=O)=O)=CC=1. (4) Given the product [CH:12]([C:13]1[CH:14]=[C:15]([N:19]([CH2:25][C:26]2[CH:27]=[N:28][CH:29]=[CH:30][CH:31]=2)[S:20]([CH2:23][CH3:24])(=[O:22])=[O:21])[CH:16]=[CH:17][CH:18]=1)=[O:11], predict the reactants needed to synthesize it. The reactants are: CS(C)=O.C(Cl)(=O)C(Cl)=O.[OH:11][CH2:12][C:13]1[CH:14]=[C:15]([N:19]([CH2:25][C:26]2[CH:27]=[N:28][CH:29]=[CH:30][CH:31]=2)[S:20]([CH2:23][CH3:24])(=[O:22])=[O:21])[CH:16]=[CH:17][CH:18]=1.N#N.C([O-])(O)=O.[Na+].